Dataset: Catalyst prediction with 721,799 reactions and 888 catalyst types from USPTO. Task: Predict which catalyst facilitates the given reaction. (1) Product: [CH2:11]([O:13][C:14](=[O:19])[C:15]([C:17]#[N:18])([CH3:16])[CH2:9][O:8][C:3]1[CH:4]=[CH:5][CH:6]=[CH:7][C:2]=1[Cl:1])[CH3:12]. Reactant: [Cl:1][C:2]1[CH:7]=[CH:6][CH:5]=[CH:4][C:3]=1[O:8][CH2:9]Cl.[CH2:11]([O:13][C:14](=[O:19])[CH:15]([C:17]#[N:18])[CH3:16])[CH3:12].CC[O-].[Na+]. The catalyst class is: 39. (2) Reactant: [P:1]12([S:13]P3(SP(SP(S3)(S1)=S)(=S)S2)=S)=[S:2].[CH2:15]([CH:18]([CH2:21][CH2:22][CH2:23][CH2:24][CH3:25])[CH2:19][OH:20])[CH2:16][CH3:17]. Product: [CH2:15]([CH:18]([CH2:21][CH2:22][CH2:23][CH2:24][CH3:25])[CH2:19][O:20][P:1](=[S:2])([O:20][CH2:19][CH:18]([CH2:15][CH2:16][CH3:17])[CH2:21][CH2:22][CH2:23][CH2:24][CH3:25])[SH:13])[CH2:16][CH3:17]. The catalyst class is: 11. (3) Product: [F:1][C:2]1[CH:7]=[CH:6][C:5]([C:8]2[CH:9]=[C:10]([C:14]3[CH:19]=[CH:18][CH:17]=[CH:16][CH:15]=3)[N:11]=[N:12][CH:13]=2)=[CH:4][C:3]=1[O:20][CH2:29][C:28]1[N:24]([CH3:23])[N:25]=[CH:26][N:27]=1. The catalyst class is: 9. Reactant: [F:1][C:2]1[CH:7]=[CH:6][C:5]([C:8]2[CH:9]=[C:10]([C:14]3[CH:19]=[CH:18][CH:17]=[CH:16][CH:15]=3)[N:11]=[N:12][CH:13]=2)=[CH:4][C:3]=1[OH:20].[H-].[Na+].[CH3:23][N:24]1[C:28]([CH2:29]O)=[N:27][CH:26]=[N:25]1.O. (4) Reactant: [N+:1]([C:4]1[S:8][C:7]([CH:9]=[O:10])=[CH:6][CH:5]=1)([O-:3])=[O:2].CC(C)=[O:13].OS(O)(=O)=O.O=[Cr](=O)=O.C(O)(C)C.O. Product: [N+:1]([C:4]1[S:8][C:7]([C:9]([OH:13])=[O:10])=[CH:6][CH:5]=1)([O-:3])=[O:2]. The catalyst class is: 21. (5) The catalyst class is: 9. Product: [N+:17]([C:3]1[CH:4]=[C:5]([C:21]2[CH:22]=[N:23][CH:24]=[CH:25][CH:26]=2)[CH:6]=[CH:7][C:2]=1[NH2:1])([O-:19])=[O:18]. Reactant: [NH2:1][C:2]1[CH:7]=[CH:6][C:5](B2OC(C)(C)C(C)(C)O2)=[CH:4][C:3]=1[N+:17]([O-:19])=[O:18].Br[C:21]1[CH:22]=[N:23][CH:24]=[CH:25][CH:26]=1.C(=O)([O-])[O-].[Cs+].[Cs+].